From a dataset of Forward reaction prediction with 1.9M reactions from USPTO patents (1976-2016). Predict the product of the given reaction. The product is: [C:18]([O:17][C@@H:10]([C:4]1[C:5]([CH3:9])=[N:6][C:7]([CH3:8])=[C:2]([C:41]2[CH:40]=[CH:39][C:38]([O:37][CH2:36][CH2:35][C:34]3[CH:33]=[CH:32][C:31]([F:30])=[CH:56][CH:55]=3)=[CH:43][CH:42]=2)[C:3]=1[N:22]1[CH2:27][CH2:26][C:25]([CH3:29])([CH3:28])[CH2:24][CH2:23]1)[C:11]([O:13][CH:14]([CH3:16])[CH3:15])=[O:12])([CH3:21])([CH3:20])[CH3:19]. Given the reactants Br[C:2]1[C:3]([N:22]2[CH2:27][CH2:26][C:25]([CH3:29])([CH3:28])[CH2:24][CH2:23]2)=[C:4]([C@H:10]([O:17][C:18]([CH3:21])([CH3:20])[CH3:19])[C:11]([O:13][CH:14]([CH3:16])[CH3:15])=[O:12])[C:5]([CH3:9])=[N:6][C:7]=1[CH3:8].[F:30][C:31]1[CH:56]=[CH:55][C:34]([CH2:35][CH2:36][O:37][C:38]2[CH:43]=[CH:42][C:41](B3OC(=O)CN(C)CC(=O)O3)=[CH:40][CH:39]=2)=[CH:33][CH:32]=1.C1(P(C2CCCCC2)C2C=CC=CC=2C2C(OC)=CC=CC=2OC)CCCCC1.[O-]P([O-])([O-])=O.[K+].[K+].[K+], predict the reaction product.